Dataset: Full USPTO retrosynthesis dataset with 1.9M reactions from patents (1976-2016). Task: Predict the reactants needed to synthesize the given product. Given the product [CH3:30][C:31]1[N:35]([CH2:36][C:37]([N:27]2[CH2:28][CH2:29][CH:24]([C:21]3[S:22][CH:23]=[C:19]([C:16]4[CH2:15][CH:14]([C:9]5[CH:10]=[CH:11][CH:12]=[CH:13][C:8]=5[NH:7][S:4]([CH3:3])(=[O:5])=[O:6])[O:18][N:17]=4)[N:20]=3)[CH2:25][CH2:26]2)=[O:38])[N:34]=[C:33]([C:40]([F:42])([F:41])[F:43])[CH:32]=1, predict the reactants needed to synthesize it. The reactants are: [Cl-].[Cl-].[CH3:3][S:4]([NH2+:7][C:8]1[CH:13]=[CH:12][CH:11]=[CH:10][C:9]=1[CH:14]1[O:18][N:17]=[C:16]([C:19]2[N:20]=[C:21]([CH:24]3[CH2:29][CH2:28][NH2+:27][CH2:26][CH2:25]3)[S:22][CH:23]=2)[CH2:15]1)(=[O:6])=[O:5].[CH3:30][C:31]1[N:35]([CH2:36][C:37](O)=[O:38])[N:34]=[C:33]([C:40]([F:43])([F:42])[F:41])[CH:32]=1.C(N(CC)CC)C.F[P-](F)(F)(F)(F)F.Br[P+](N1CCCC1)(N1CCCC1)N1CCCC1.